From a dataset of Aqueous solubility values for 9,982 compounds from the AqSolDB database. Regression/Classification. Given a drug SMILES string, predict its absorption, distribution, metabolism, or excretion properties. Task type varies by dataset: regression for continuous measurements (e.g., permeability, clearance, half-life) or binary classification for categorical outcomes (e.g., BBB penetration, CYP inhibition). For this dataset (solubility_aqsoldb), we predict Y. The drug is Cc1cc(=O)n2[nH]cnc2n1. The Y is -1.35 log mol/L.